This data is from Acute oral toxicity (LD50) regression data from Zhu et al.. The task is: Regression/Classification. Given a drug SMILES string, predict its toxicity properties. Task type varies by dataset: regression for continuous values (e.g., LD50, hERG inhibition percentage) or binary classification for toxic/non-toxic outcomes (e.g., AMES mutagenicity, cardiotoxicity, hepatotoxicity). Dataset: ld50_zhu. The drug is Cc1ccc(O)c(C2CCCCC2)c1. The rat oral LD50 is 2.01, given as -log10 of the dose in mol/kg body weight (higher means more acutely toxic).